Task: Predict the product of the given reaction.. Dataset: Forward reaction prediction with 1.9M reactions from USPTO patents (1976-2016) Given the reactants [Cl:1][C:2]1[CH:3]=[C:4]([NH2:19])[CH:5]=[N:6][C:7]=1[O:8][C:9]1[N:10]=[CH:11][C:12]2[C:17]([CH:18]=1)=[CH:16][CH:15]=[CH:14][CH:13]=2.[C:20]([NH:23][C:24]1[CH:29]=[CH:28][C:27]([S:30](Cl)(=[O:32])=[O:31])=[CH:26][CH:25]=1)(=[O:22])[CH3:21], predict the reaction product. The product is: [Cl:1][C:2]1[CH:3]=[C:4]([NH:19][S:30]([C:27]2[CH:26]=[CH:25][C:24]([NH:23][C:20](=[O:22])[CH3:21])=[CH:29][CH:28]=2)(=[O:32])=[O:31])[CH:5]=[N:6][C:7]=1[O:8][C:9]1[N:10]=[CH:11][C:12]2[C:17]([CH:18]=1)=[CH:16][CH:15]=[CH:14][CH:13]=2.